Predict the product of the given reaction. From a dataset of Forward reaction prediction with 1.9M reactions from USPTO patents (1976-2016). (1) Given the reactants [CH2:1]([O:8][N:9]1[C:14]2[N:15]=[CH:16][N:17]=[CH:18][C:13]=2[C:12]([OH:19])=[CH:11][C:10]1=[O:20])[C:2]1[CH:7]=[CH:6][CH:5]=[CH:4][CH:3]=1.C(=O)([O-])[O-].[K+].[K+].[CH2:27](Br)[C:28]1[CH:33]=[CH:32][CH:31]=[CH:30][CH:29]=1.C(OC(C)C)(C)C, predict the reaction product. The product is: [CH2:27]([O:19][C:12]1[C:13]2[CH:18]=[N:17][CH:16]=[N:15][C:14]=2[N:9]([O:8][CH2:1][C:2]2[CH:3]=[CH:4][CH:5]=[CH:6][CH:7]=2)[C:10](=[O:20])[CH:11]=1)[C:28]1[CH:33]=[CH:32][CH:31]=[CH:30][CH:29]=1. (2) Given the reactants [Cl:1][C:2]1[N:3]=[C:4](Cl)[C:5]2[CH2:10][CH2:9][CH:8]([C:11]3[CH:16]=[CH:15][C:14]([F:17])=[CH:13][CH:12]=3)[C:6]=2[N:7]=1.[OH:19][CH2:20][CH2:21][CH2:22][NH2:23], predict the reaction product. The product is: [Cl:1][C:2]1[N:3]=[C:4]([NH:23][CH2:22][CH2:21][CH2:20][OH:19])[C:5]2[CH2:10][CH2:9][CH:8]([C:11]3[CH:16]=[CH:15][C:14]([F:17])=[CH:13][CH:12]=3)[C:6]=2[N:7]=1. (3) Given the reactants [CH3:1][O:2][C:3]1[CH:4]=[C:5]([C:11]2[S:15][C:14]3=[N:16][CH:17]=[C:18](I)[N:13]3[N:12]=2)[CH:6]=[CH:7][C:8]=1[O:9][CH3:10].O1CCOCC1.[CH3:26][O:27][C:28]1[CH:29]=[C:30](B(O)O)[CH:31]=[CH:32][C:33]=1[O:34][CH3:35].C([O-])([O-])=O.[K+].[K+], predict the reaction product. The product is: [CH3:1][O:2][C:3]1[CH:4]=[C:5]([C:11]2[S:15][C:14]3=[N:16][CH:17]=[C:18]([C:31]4[CH:30]=[CH:29][C:28]([O:27][CH3:26])=[C:33]([O:34][CH3:35])[CH:32]=4)[N:13]3[N:12]=2)[CH:6]=[CH:7][C:8]=1[O:9][CH3:10]. (4) Given the reactants [CH3:1][CH:2]([C:4]([C:24]1[CH:25]=[CH:26][C:27]([O:32][CH3:33])=[C:28]([O:30][CH3:31])[CH:29]=1)([C:22]#[N:23])[CH2:5][CH2:6][CH2:7][N:8]([CH2:10][CH2:11][C:12]1[CH:13]=[CH:14][C:15]([O:20][CH3:21])=[C:16]([O:18][CH3:19])[CH:17]=1)[CH3:9])[CH3:3].[ClH:34], predict the reaction product. The product is: [CH3:3][CH:2]([C@:4]([C:24]1[CH:25]=[CH:26][C:27]([O:32][CH3:33])=[C:28]([O:30][CH3:31])[CH:29]=1)([C:22]#[N:23])[CH2:5][CH2:6][CH2:7][N:8]([CH2:10][CH2:11][C:12]1[CH:13]=[CH:14][C:15]([O:20][CH3:21])=[C:16]([O:18][CH3:19])[CH:17]=1)[CH3:9])[CH3:1].[ClH:34]. (5) Given the reactants Cl[C:2]1[N:3]=[C:4]2[CH:12]=[CH:11][C:10]([C:13]3[CH:18]=[CH:17][C:16]([O:19][CH3:20])=[C:15]([F:21])[CH:14]=3)=[CH:9][N:5]2[C:6](=[O:8])[CH:7]=1.CC1(C)C(C)(C)OB([C:30]2[CH2:35][CH2:34][N:33]([C:36]([O:38][C:39]([CH3:42])([CH3:41])[CH3:40])=[O:37])[CH2:32][CH:31]=2)O1.C([O-])([O-])=O.[K+].[K+], predict the reaction product. The product is: [F:21][C:15]1[CH:14]=[C:13]([C:10]2[CH:11]=[CH:12][C:4]3[N:5]([CH:9]=2)[C:6](=[O:8])[CH:7]=[C:2]([C:30]2[CH2:35][CH2:34][N:33]([C:36]([O:38][C:39]([CH3:42])([CH3:41])[CH3:40])=[O:37])[CH2:32][CH:31]=2)[N:3]=3)[CH:18]=[CH:17][C:16]=1[O:19][CH3:20]. (6) Given the reactants [F:1][C:2]1[CH:11]=[CH:10][C:9]([C:12]([NH2:14])=[O:13])=[C:8]2[C:3]=1[CH2:4][CH:5]([NH:15][CH2:16][CH2:17][CH2:18][C:19]1[C:27]3[C:22](=[CH:23][CH:24]=[C:25]([F:28])[CH:26]=3)[NH:21][CH:20]=1)[CH2:6][O:7]2.[CH:29](=O)[CH2:30][CH3:31].C(O)(=O)C.C([BH3-])#N.[Na+], predict the reaction product. The product is: [F:1][C:2]1[CH:11]=[CH:10][C:9]([C:12]([NH2:14])=[O:13])=[C:8]2[C:3]=1[CH2:4][CH:5]([N:15]([CH2:16][CH2:17][CH2:18][C:19]1[C:27]3[C:22](=[CH:23][CH:24]=[C:25]([F:28])[CH:26]=3)[NH:21][CH:20]=1)[CH2:29][CH2:30][CH3:31])[CH2:6][O:7]2.